From a dataset of Forward reaction prediction with 1.9M reactions from USPTO patents (1976-2016). Predict the product of the given reaction. (1) The product is: [CH3:24][O:25][C:26](=[O:27])[NH:1][C:2]1[C:3]([C:7]2[NH:23][C:10]3=[CH:11][C:12]4[C:13]([CH3:22])([CH3:21])[C:14](=[O:20])[N:15]([CH2:18][CH3:19])[C:16]=4[CH:17]=[C:9]3[N:8]=2)=[N:4][NH:5][CH:6]=1. Given the reactants [NH2:1][C:2]1[C:3]([C:7]2[NH:23][C:10]3=[CH:11][C:12]4[C:13]([CH3:22])([CH3:21])[C:14](=[O:20])[N:15]([CH2:18][CH3:19])[C:16]=4[CH:17]=[C:9]3[N:8]=2)=[N:4][NH:5][CH:6]=1.[CH3:24][O:25][C:26](Cl)=[O:27], predict the reaction product. (2) Given the reactants ON1C2C=CC=CC=2N=N1.[NH2:11][CH2:12][CH2:13][C:14]1[C:22]2[C:17](=[CH:18][CH:19]=[CH:20][CH:21]=2)[NH:16][CH:15]=1.CN1CCOCC1.[CH3:30][N:31]([CH3:49])[C:32]1([C:43]2[CH:48]=[CH:47][CH:46]=[CH:45][N:44]=2)[CH2:37][CH2:36][C:35]([CH2:39][C:40](O)=[O:41])(O)[CH2:34][CH2:33]1.C1(N=C=NC2CCCCC2)CCCCC1.[OH-].[Na+], predict the reaction product. The product is: [CH3:49][N:31]([CH3:30])[C:32]1([C:43]2[CH:48]=[CH:47][CH:46]=[CH:45][N:44]=2)[CH2:37][CH2:36][C:35](=[CH:39][C:40]([NH:11][CH2:12][CH2:13][C:14]2[C:22]3[C:17](=[CH:18][CH:19]=[CH:20][CH:21]=3)[NH:16][CH:15]=2)=[O:41])[CH2:34][CH2:33]1. (3) The product is: [CH3:24][O:23][C:5]1[C:4]2([CH2:25][CH:26]=[C:27]([CH3:28])[CH3:29])[C:17]([O:18][CH3:19])([O:20][CH3:21])[C:8]3([C:7](=[O:22])[CH:6]=1)[CH:2]([C:9]3([CH3:16])[CH2:10][CH2:11][CH:12]=[C:13]([CH3:15])[CH3:14])[CH2:3]2. Given the reactants O[C@@H:2]1[C@@:9]([CH3:16])([CH2:10][CH2:11][CH:12]=[C:13]([CH3:15])[CH3:14])[C@@H:8]2[C:17]([O:20][CH3:21])([O:18][CH3:19])[C@@:4]([CH2:25][CH:26]=[C:27]([CH3:29])[CH3:28])([C:5]([O:23][CH3:24])=[CH:6][C:7]2=[O:22])[CH2:3]1.N1C=CC=CC=1.FC(F)(F)S(OS(C(F)(F)F)(=O)=O)(=O)=O.C([N-]CC)C.[Li+].Cl[Si](C)(C)C, predict the reaction product. (4) Given the reactants [Cl:1][C:2]1[CH:3]=[C:4]2[C:13](=[CH:14][CH:15]=1)[C:12]([NH:16][CH2:17][CH2:18][NH:19][C:20]1[C:21]3[C:26]([N:27]=[C:28]4[C:33]=1[CH:32]=[C:31]([O:34][CH3:35])[CH:30]=[CH:29]4)=[CH:25][C:24]([Cl:36])=[CH:23][CH:22]=3)=[C:11]1[C:6]([CH:7]=[CH:8][C:9]([O:37][CH3:38])=[CH:10]1)=[N:5]2.C(N(CC)CC)C.[F:46][C:47]([F:58])([F:57])[C:48](O[C:48](=[O:49])[C:47]([F:58])([F:57])[F:46])=[O:49], predict the reaction product. The product is: [Cl:36][C:24]1[CH:25]=[C:26]2[C:21](=[CH:22][CH:23]=1)[C:20]([N:19]([C:48]([C:47]([F:58])([F:57])[F:46])=[O:49])[CH2:18][CH2:17][NH:16][C:12]1[C:13]3[C:4]([N:5]=[C:6]4[C:11]=1[CH:10]=[C:9]([O:37][CH3:38])[CH:8]=[CH:7]4)=[CH:3][C:2]([Cl:1])=[CH:15][CH:14]=3)=[C:33]1[C:28]([CH:29]=[CH:30][C:31]([O:34][CH3:35])=[CH:32]1)=[N:27]2. (5) Given the reactants [C:1]([O:5][C:6]([N:8]1[CH2:11][C:10]([CH3:41])([NH:12][C:13]2[CH:14]=[C:15]3[C:24](=[CH:25][C:26]=2[C:27]([F:30])([F:29])[F:28])[O:23][CH2:22][C:21]2[N:16]3[CH:17]([CH3:40])[C:18](=[O:39])[N:19]([CH2:31][O:32][CH2:33][CH2:34][Si:35]([CH3:38])([CH3:37])[CH3:36])[N:20]=2)[CH2:9]1)=[O:7])([CH3:4])([CH3:3])[CH3:2].C=O.CO.[BH3-][C:47]#N.[Na+], predict the reaction product. The product is: [CH3:41][C:10]1([N:12]([CH3:47])[C:13]2[C:26]([C:27]([F:29])([F:28])[F:30])=[CH:25][C:24]3[O:23][CH2:22][C:21]4=[N:20][N:19]([CH2:31][O:32][CH2:33][CH2:34][Si:35]([CH3:36])([CH3:37])[CH3:38])[C:18](=[O:39])[CH:17]([CH3:40])[N:16]4[C:15]=3[CH:14]=2)[CH2:9][N:8]([C:6]([O:5][C:1]([CH3:4])([CH3:3])[CH3:2])=[O:7])[CH2:11]1.